Dataset: Drug-target binding data from BindingDB using IC50 measurements. Task: Regression. Given a target protein amino acid sequence and a drug SMILES string, predict the binding affinity score between them. We predict pIC50 (pIC50 = -log10(IC50 in M); higher means more potent). Dataset: bindingdb_ic50. (1) The small molecule is Cc1cc(COc2ccc(S(=O)(=O)N(C)[C@@H]3CN(S(C)(=O)=O)C[C@@H]3C(=O)NO)cc2)c2ccccc2n1. The target protein (Q9Z0F8) has sequence MRRRLLILTTLVPFVLAPRPPEEAGSGSHPRLEKLDSLLSDYDILSLANIQQHSIRKRDLQSATHLETLLTFSALKRHFKLYLTSSTERFSQNLRVVVVDGKEESEYSVKWQNFFSGHVVGEPDSRVLAHIGDDDVTVRINTDGAEYNVEPLWRFVNDTKDKRMLVYKSEDIKDFSRLQSPKVCGYLNADSEELLPKGLIDREPSEEFVRRVKRRAEPNPLKNTCKLLVVADHRFYKYMGRGEESTTTNYLIELIDRVDDIYRNTSWDNAGFKGYGVQIEQIRILKSPQEVKPGERHFNMAKSFPNEEKDAWDVKMLLEQFSFDIAEEASKVCLAHLFTYQDFDMGTLGLAYVGSPRANSHGGVCPKAYYNPTVKKNIYLNSGLTSTKNYGKTILTKEADLVTTHELGHNFGAEHDPDGLAECAPNEDQGGKYVMYPIAVSGDHENNKMFSNCSKQSIYKTIESKAQECFQERSNKVCGNSRVDEGEECDPGIMYLNNDT.... The pIC50 is 7.6. (2) The drug is Cn1c(C#N)ccc1-c1ccc(NS(C)(=O)=O)cc1F. The target protein (P06401) has sequence MTELKAKGPRAPHVAGGPPSPEVGSPLLCRPAAGPFPGSQTSDTLPEVSAIPISLDGLLFPRPCQGQDPSDEKTQDQQSLSDVEGAYSRAEATRGAGGSSSSPPEKDSGLLDSVLDTLLAPSGPGQSQPSPPACEVTSSWCLFGPELPEDPPAAPATQRVLSPLMSRSGCKVGDSSGTAAAHKVLPRGLSPARQLLLPASESPHWSGAPVKPSPQAAAVEVEEEDGSESEESAGPLLKGKPRALGGAAAGGGAAAVPPGAAAGGVALVPKEDSRFSAPRVALVEQDAPMAPGRSPLATTVMDFIHVPILPLNHALLAARTRQLLEDESYDGGAGAASAFAPPRSSPCASSTPVAVGDFPDCAYPPDAEPKDDAYPLYSDFQPPALKIKEEEEGAEASARSPRSYLVAGANPAAFPDFPLGPPPPLPPRATPSRPGEAAVTAAPASASVSSASSSGSTLECILYKAEGAPPQQGPFAPPPCKAPGASGCLLPRDGLPSTSA.... The pIC50 is 8.1. (3) The compound is Nc1cccc2c(=O)[nH]ccc12. The target protein (P18493) has sequence MAESSDKLYRVEYAKSGRASCKKCKESIPKDSIRMAFMVESPMFDGKIPHWYHLSCFWKVGFSIWHPDVEVEGFSELRWDDQQTIKKMAETGGRTDVSGKGQDGVGSKTEKTLIDFGAGYAKSNRSTCKSCMEKIDKGQVRLSKKVVYPDKPQLGMVDCWYHPKCFVQKREELGFRPEFSATHLMGFSVLTAEDQETLKKQLPAIKGERKRKGDEVDGIDEVTKKKSKKEKDKEIKLEKALKAQNDLIWNVKDELKKACSTNDLKELLIFNKQEVPSGESAILDRVADGMVFGALLPCEECSGQLVFKGDAYYCTGDVTAWTKCMVKTQTPNRKEWVTPKEFREISYFKKLKIKKQDRIFPPESSTPVGAAAPPSAASAPAAVHSGPPDKPLSNMKILTLGKLSQNKDEVKATIEKLGGKLTGTANKASLCISTKKEVDKLNKKMEEVKEANIRVVSEDFLQDISASTKSLQELLSTHLLSPWGAEVKVEPVEAVGPKGK.... The pIC50 is 6.6. (4) The compound is O=C(CCCOc1ccc([C@H]2CCNC[C@@H]2OCc2ccc3ccccc3c2)cc1)c1ccccc1. The target protein (P00797) has sequence MDGWRRMPRWGLLLLLWGSCTFGLPTDTTTFKRIFLKRMPSIRESLKERGVDMARLGPEWSQPMKRLTLGNTTSSVILTNYMDTQYYGEIGIGTPPQTFKVVFDTGSSNVWVPSSKCSRLYTACVYHKLFDASDSSSYKHNGTELTLRYSTGTVSGFLSQDIITVGGITVTQMFGEVTEMPALPFMLAEFDGVVGMGFIEQAIGRVTPIFDNIISQGVLKEDVFSFYYNRDSENSQSLGGQIVLGGSDPQHYEGNFHYINLIKTGVWQIQMKGVSVGSSTLLCEDGCLALVDTGASYISGSTSSIEKLMEALGAKKRLFDYVVKCNEGPTLPDISFHLGGKEYTLTSADYVFQESYSSKKLCTLAIHAMDIPPPTGPTWALGATFIRKFYTEFDRRNNRIGFALAR. The pIC50 is 6.7. (5) The compound is CCNC(=O)Nc1cn2c(-c3ncc(C(C)C)cn3)cc(-c3cccnc3)cc2n1. The target protein (P0A4L9) has sequence MTEEIKNLQAQDYDASQIQVLEGLEAVRMRPGMYIGSTSKEGLHHLVWEIVDNSIDEALAGFASHIQVFIEPDDSITVVDDGRGIPVDIQEKTGRPAVETVFTVLHAGGKFGGGGYKVSGGLHGVGSSVVNALSTQLDVHVHKNGKIHYQEYRRGHVVADLEIVGDTDKTGTTVHFTPDPKIFTETTIFDFDKLNKRIQELAFLNRGLQISITDKRQGLEQTKHYHYEGGIASYVEYINENKDVIFDTPIYTDGEMDDITVEVAMQYTTGYHENVMSFANNIHTHEGGTHEQGFRTALTRVINDYARKNKLLKDNEDNLTGEDVREGLTAVISVKHPNPQFEGQTKTKLGNSEVVKITNRLFSEAFSDFLMENPQIAKRIVEKGILAAKARVAAKRAREVTRKKSGLEISNLPGKLADCSSNNPAETELFIVEGDSAGGSAKSGRNREFQAILPIRGKILNVEKASMDKILANEEIRSLFTAMGTGFGAEFDVSKARYQK.... The pIC50 is 5.7.